This data is from Peptide-MHC class I binding affinity with 185,985 pairs from IEDB/IMGT. The task is: Regression. Given a peptide amino acid sequence and an MHC pseudo amino acid sequence, predict their binding affinity value. This is MHC class I binding data. (1) The peptide sequence is SKLRALLTL. The MHC is HLA-A02:19 with pseudo-sequence HLA-A02:19. The binding affinity (normalized) is 0.0847. (2) The peptide sequence is GQQRSTLERTSKASL. The MHC is HLA-B35:01 with pseudo-sequence HLA-B35:01. The binding affinity (normalized) is 0. (3) The peptide sequence is FISYNRHNDT. The MHC is HLA-A02:06 with pseudo-sequence HLA-A02:06. The binding affinity (normalized) is 0.138. (4) The peptide sequence is MVDELVTRK. The MHC is HLA-A33:01 with pseudo-sequence HLA-A33:01. The binding affinity (normalized) is 0.296. (5) The peptide sequence is VPRDRNGTF. The MHC is HLA-B46:01 with pseudo-sequence HLA-B46:01. The binding affinity (normalized) is 0.0847. (6) The peptide sequence is STDNAVYQCR. The MHC is HLA-A31:01 with pseudo-sequence HLA-A31:01. The binding affinity (normalized) is 0.440. (7) The peptide sequence is ARYARAAAA. The MHC is HLA-B14:01 with pseudo-sequence HLA-B14:02. The binding affinity (normalized) is 0.136.